Predict which catalyst facilitates the given reaction. From a dataset of Catalyst prediction with 721,799 reactions and 888 catalyst types from USPTO. (1) Product: [Cl:8][C:9]1[CH:14]=[C:13]([S:15][CH2:18][C:19]2[CH:26]=[CH:25][C:22]([CH:23]=[O:24])=[CH:21][CH:20]=2)[CH:12]=[CH:11][C:10]=1[OH:16]. The catalyst class is: 12. Reactant: C(N(CC)CC)C.[Cl:8][C:9]1[CH:14]=[C:13]([SH:15])[CH:12]=[CH:11][C:10]=1[OH:16].Br[CH2:18][C:19]1[CH:26]=[CH:25][C:22]([CH:23]=[O:24])=[CH:21][CH:20]=1.O. (2) Reactant: [C:1]([C:5]1[CH:9]=[C:8]([NH2:10])[N:7]([C:11]2[CH:12]=[C:13]([CH2:17][C:18]([NH2:20])=O)[CH:14]=[CH:15][CH:16]=2)[N:6]=1)([CH3:4])([CH3:3])[CH3:2].B.CSC.Cl.[OH-].[Na+]. Product: [C:1]([C:5]1[CH:9]=[C:8]([NH2:10])[N:7]([C:11]2[CH:16]=[CH:15][CH:14]=[C:13]([CH2:17][CH2:18][NH2:20])[CH:12]=2)[N:6]=1)([CH3:4])([CH3:2])[CH3:3]. The catalyst class is: 1. (3) Reactant: [C:1]([C:5]1[CH:10]=[CH:9][CH:8]=[CH:7][C:6]=1[OH:11])([CH3:4])([CH3:3])[CH3:2].CC(C)([O-])C.[K+].[Cl:18][C:19]1[N:20]=[N:21][C:22]([Cl:27])=[CH:23][C:24]=1[O:25][CH3:26].[Cl-].[NH4+]. Product: [C:1]([C:5]1[CH:10]=[CH:9][CH:8]=[CH:7][C:6]=1[O:11][C:19]1[N:20]=[N:21][C:22]([Cl:27])=[CH:23][C:24]=1[O:25][CH3:26])([CH3:4])([CH3:2])[CH3:3].[C:1]([C:5]1[CH:10]=[CH:9][CH:8]=[CH:7][C:6]=1[O:11][C:22]1[N:21]=[N:20][C:19]([Cl:18])=[C:24]([O:25][CH3:26])[CH:23]=1)([CH3:4])([CH3:2])[CH3:3]. The catalyst class is: 16. (4) Reactant: [CH:1]1([N:5]2[CH2:10][CH:9]3[CH:7]([CH:8]3[C:11]([O:13]CC)=[O:12])[CH2:6]2)[CH2:4][CH2:3][CH2:2]1.O1CCCC1.O.[OH-].[Li+].Cl. Product: [CH:1]1([N:5]2[CH2:10][CH:9]3[CH:7]([CH:8]3[C:11]([OH:13])=[O:12])[CH2:6]2)[CH2:2][CH2:3][CH2:4]1. The catalyst class is: 6.